Dataset: Forward reaction prediction with 1.9M reactions from USPTO patents (1976-2016). Task: Predict the product of the given reaction. (1) Given the reactants C12BC(CCC1)CCC2.O1CCCC1.[CH2:15]([OH:19])[CH2:16][CH:17]=[CH2:18].[F:20][C:21]1[CH:26]=[C:25](OS(C(F)(F)F)(=O)=O)[CH:24]=[C:23]([F:35])[C:22]=1[CH:36]([C:42]([O:44][CH2:45][CH3:46])=[O:43])[C:37]([O:39][CH2:40][CH3:41])=[O:38].P([O-])([O-])([O-])=O.[K+].[K+].[K+].C[N+]([O-])(C)C, predict the reaction product. The product is: [F:20][C:21]1[CH:26]=[C:25]([CH2:18][CH2:17][CH2:16][CH2:15][OH:19])[CH:24]=[C:23]([F:35])[C:22]=1[CH:36]([C:42]([O:44][CH2:45][CH3:46])=[O:43])[C:37]([O:39][CH2:40][CH3:41])=[O:38]. (2) Given the reactants Cl[C:2]1[N:3]=[N:4][C:5]([Cl:11])=[CH:6][C:7]=1[C:8]([OH:10])=[O:9].[OH-:12].[Na+], predict the reaction product. The product is: [Cl:11][C:5]1[N:4]=[N:3][C:2]([OH:12])=[C:7]([C:8]([OH:10])=[O:9])[CH:6]=1. (3) Given the reactants [CH2:1]([N:8]1[CH:12]=[CH:11][N:10]=[CH:9]1)[C:2]1[CH:7]=[CH:6][CH:5]=[CH:4][CH:3]=1.[Br:13][CH2:14][CH2:15][CH2:16][CH3:17], predict the reaction product. The product is: [Br-:13].[CH2:1]([N+:8]1[CH:12]=[CH:11][N:10]([CH2:14][CH2:15][CH2:16][CH3:17])[CH:9]=1)[C:2]1[CH:3]=[CH:4][CH:5]=[CH:6][CH:7]=1. (4) Given the reactants [F:1][C:2]1[C:10]2[C:5](=[CH:6][C:7](B3OC(C)(C)C(C)(C)O3)=[CH:8][CH:9]=2)[NH:4][N:3]=1.[C:20]([O:24][C@@H:25]([C:31]1[C:46]([CH3:47])=[CH:45][C:34]2[N:35]=[C:36]([C:38]3[CH:43]=[CH:42][N:41]=[C:40](Cl)[CH:39]=3)[S:37][C:33]=2[C:32]=1[C:48]1[CH:53]=[CH:52][C:51]([Cl:54])=[CH:50][CH:49]=1)[C:26]([O:28][CH2:29][CH3:30])=[O:27])([CH3:23])([CH3:22])[CH3:21].C(=O)([O-])[O-].[K+].[K+], predict the reaction product. The product is: [C:20]([O:24][C@@H:25]([C:31]1[C:46]([CH3:47])=[CH:45][C:34]2[N:35]=[C:36]([C:38]3[CH:43]=[CH:42][N:41]=[C:40]([C:7]4[CH:6]=[C:5]5[C:10]([C:2]([F:1])=[N:3][NH:4]5)=[CH:9][CH:8]=4)[CH:39]=3)[S:37][C:33]=2[C:32]=1[C:48]1[CH:49]=[CH:50][C:51]([Cl:54])=[CH:52][CH:53]=1)[C:26]([O:28][CH2:29][CH3:30])=[O:27])([CH3:21])([CH3:22])[CH3:23].